This data is from Catalyst prediction with 721,799 reactions and 888 catalyst types from USPTO. The task is: Predict which catalyst facilitates the given reaction. (1) Reactant: Cl.[NH:2]1[CH2:7][CH2:6][C:5]2([C:11]3[NH:12][C:13]4[CH:14]=[CH:15][CH:16]=[CH:17][C:18]=4[C:10]=3[CH2:9][CH2:8]2)[CH2:4][CH2:3]1.C(=O)([O-])[O-].[K+].[K+].[C:25](Cl)(=[O:32])[C:26]1[CH:31]=[CH:30][CH:29]=[CH:28][CH:27]=1.C(OCC)(=O)C. Product: [C:25]([N:2]1[CH2:3][CH2:4][C:5]2([C:11]3[NH:12][C:13]4[CH:14]=[CH:15][CH:16]=[CH:17][C:18]=4[C:10]=3[CH2:9][CH2:8]2)[CH2:6][CH2:7]1)(=[O:32])[C:26]1[CH:31]=[CH:30][CH:29]=[CH:28][CH:27]=1. The catalyst class is: 10. (2) Reactant: [Cl:1][C:2]1[C:10]([F:11])=[C:9]2[C:5]([C:6]([S:28][C:29]3[C:30]([F:40])=[C:31]([CH:37]=[CH:38][CH:39]=3)[C:32]([O:34][CH2:35][CH3:36])=[O:33])=[C:7]([CH:25]3[CH2:27][CH2:26]3)[N:8]2[C:12]2[CH:13]=[N:14][N:15](COCC[Si](C)(C)C)[CH:16]=2)=[CH:4][CH:3]=1.Cl.CCN(CC)CC.CCCCC. Product: [Cl:1][C:2]1[C:10]([F:11])=[C:9]2[C:5]([C:6]([S:28][C:29]3[C:30]([F:40])=[C:31]([CH:37]=[CH:38][CH:39]=3)[C:32]([O:34][CH2:35][CH3:36])=[O:33])=[C:7]([CH:25]3[CH2:26][CH2:27]3)[N:8]2[C:12]2[CH:13]=[N:14][NH:15][CH:16]=2)=[CH:4][CH:3]=1. The catalyst class is: 14. (3) Reactant: [CH2:1]([N:8]1[CH2:13][CH2:12][C:11]([C:15]2[CH:20]=[CH:19][C:18]([O:21][CH3:22])=[CH:17][CH:16]=2)(O)[CH2:10][CH2:9]1)[C:2]1[CH:7]=[CH:6][CH:5]=[CH:4][CH:3]=1.FC(F)(F)C(O)=O. Product: [CH2:1]([N:8]1[CH2:9][CH:10]=[C:11]([C:15]2[CH:16]=[CH:17][C:18]([O:21][CH3:22])=[CH:19][CH:20]=2)[CH2:12][CH2:13]1)[C:2]1[CH:3]=[CH:4][CH:5]=[CH:6][CH:7]=1. The catalyst class is: 2. (4) Reactant: [H-].[Na+].[N+:3]([C:6]1[C:15]2[O:14][CH2:13][C:12](=[O:16])[NH:11][C:10]=2[CH:9]=[CH:8][CH:7]=1)([O-:5])=[O:4].[CH3:17]I.O. Product: [CH3:17][N:11]1[C:10]2[CH:9]=[CH:8][CH:7]=[C:6]([N+:3]([O-:5])=[O:4])[C:15]=2[O:14][CH2:13][C:12]1=[O:16]. The catalyst class is: 9. (5) Reactant: [Br:1][C:2]1[CH:7]=[CH:6][C:5]([NH:8][C:9]2[C:10]([C:26]([OH:28])=O)=[CH:11][C:12]3[N:16]([CH2:17][CH:18]4[CH2:23][CH2:22][CH2:21][CH2:20][O:19]4)[CH:15]=[N:14][C:13]=3[C:24]=2[F:25])=[C:4]([Cl:29])[CH:3]=1.C1C=CC2N(O)N=NC=2C=1.C(N(CC)CC)C.[CH:47]([O:49][CH2:50][CH2:51][O:52][NH2:53])=[CH2:48].CCN=C=NCCCN(C)C.Cl. Product: [CH:47]([O:49][CH2:50][CH2:51][O:52][NH:53][C:26]([C:10]1[C:9]([NH:8][C:5]2[CH:6]=[CH:7][C:2]([Br:1])=[CH:3][C:4]=2[Cl:29])=[C:24]([F:25])[C:13]2[N:14]=[CH:15][N:16]([CH2:17][CH:18]3[CH2:23][CH2:22][CH2:21][CH2:20][O:19]3)[C:12]=2[CH:11]=1)=[O:28])=[CH2:48]. The catalyst class is: 288. (6) Reactant: [F:1][C:2]([F:9])([F:8])[C:3]([O:5]CC)=O.C[O-].[Na+].[CH3:13][C:14]1[CH:15]=[C:16]([C:25](=[O:27])[CH3:26])[CH:17]=[CH:18][C:19]=1[C:20]1[N:21]=[CH:22][S:23][CH:24]=1.Cl. Product: [F:9][C:2]([F:1])([F:8])[C:3](=[O:5])[CH2:26][C:25]([C:16]1[CH:17]=[CH:18][C:19]([C:20]2[N:21]=[CH:22][S:23][CH:24]=2)=[C:14]([CH3:13])[CH:15]=1)=[O:27]. The catalyst class is: 310. (7) Reactant: FC1C=CC([C:8](=[O:25])[CH2:9][CH2:10][CH2:11][N:12]2[CH2:17][CH2:16][N:15](C3N=CC(F)=CN=3)[CH2:14][CH2:13]2)=CC=1.CC(C)([O-])C.[K+].CC(O)(C)C. Product: [N:12]1([CH2:11][CH2:10][CH2:9][CH2:8][OH:25])[CH2:17][CH2:16][NH:15][CH2:14][CH2:13]1. The catalyst class is: 41. (8) Reactant: [CH2:1]([C:3]1[CH:8]=[C:7]([CH2:9][CH3:10])[CH:6]=[C:5]([CH2:11][CH3:12])[C:4]=1[C:13]1[C:14](=[O:27])[N:15]([CH3:26])[N:16]=[C:17]([C:22]([F:25])([F:24])[F:23])[C:18]=1S(C)=O)[CH3:2].CN1CCCC1=[O:34].[OH-].[Na+].Cl. Product: [CH2:1]([C:3]1[CH:8]=[C:7]([CH2:9][CH3:10])[CH:6]=[C:5]([CH2:11][CH3:12])[C:4]=1[C:13]1[C:14](=[O:27])[N:15]([CH3:26])[N:16]=[C:17]([C:22]([F:25])([F:24])[F:23])[C:18]=1[OH:34])[CH3:2]. The catalyst class is: 6. (9) Reactant: C([N:8]1[CH2:17][C:16]2[NH:15][C:14]3[CH2:18][CH2:19][C:20](=[O:21])[C:13]=3[CH:12]([C:22]3[CH:27]=[CH:26][C:25]([F:28])=[C:24]([Br:29])[CH:23]=3)[C:11]=2[C:10](=[O:30])[CH2:9]1)C1C=CC=CC=1.Cl[C:32]([O:34][CH:35]1[CH:40]([C:41]([C:44]2[CH:49]=[CH:48][CH:47]=[CH:46][CH:45]=2)([CH3:43])[CH3:42])[CH2:39][CH2:38][CH:37]([CH3:50])[CH2:36]1)=[O:33].C1(C(C)(C)C2CCC(C)CC2O)C=CC=CC=1. Product: [Br:29][C:24]1[CH:23]=[C:22]([CH:12]2[C:11]3[C:10](=[O:30])[CH2:9][N:8]([C:32]([O:34][C@@H:35]4[CH2:36][C@H:37]([CH3:50])[CH2:38][CH2:39][C@H:40]4[C:41]([CH3:42])([C:44]4[CH:49]=[CH:48][CH:47]=[CH:46][CH:45]=4)[CH3:43])=[O:33])[CH2:17][C:16]=3[NH:15][C:14]3[CH2:18][CH2:19][C:20](=[O:21])[C:13]2=3)[CH:27]=[CH:26][C:25]=1[F:28]. The catalyst class is: 1.